This data is from Reaction yield outcomes from USPTO patents with 853,638 reactions. The task is: Predict the reaction yield, written as a fraction of the theoretical maximum amount of product (1.0 means a 100% yield; for example, 0.34 means a 34% yield). (1) The reactants are C[O:2][C:3]([C:5]1[S:6][C:7]2[CH:8]([N:25]3[CH2:30][CH2:29][O:28][CH2:27][CH2:26]3)[CH2:9][O:10][C:11]3[CH:18]=[CH:17][C:16]([C:19]#[C:20][C:21]([OH:24])([CH3:23])[CH3:22])=[CH:15][C:12]=3[C:13]=2[N:14]=1)=O.CO.[NH3:33]. No catalyst specified. The product is [OH:24][C:21]([CH3:22])([CH3:23])[C:20]#[C:19][C:16]1[CH:17]=[CH:18][C:11]2[O:10][CH2:9][CH:8]([N:25]3[CH2:30][CH2:29][O:28][CH2:27][CH2:26]3)[C:7]3[S:6][C:5]([C:3]([NH2:33])=[O:2])=[N:14][C:13]=3[C:12]=2[CH:15]=1. The yield is 0.640. (2) The reactants are [F:1][C:2]1([F:29])[CH2:7][CH2:6][N:5]([C:8]([C:10]2[NH:28][C:13]3=[N:14][CH:15]=[C:16]([O:18][CH:19]4[CH2:24][CH2:23][N:22]([CH:25]([CH3:27])[CH3:26])[CH2:21][CH2:20]4)[CH:17]=[C:12]3[CH:11]=2)=[O:9])[CH2:4][CH2:3]1.[H-].[Na+].[CH3:32][O:33][CH2:34][CH2:35]Br. No catalyst specified. The product is [F:29][C:2]1([F:1])[CH2:7][CH2:6][N:5]([C:8]([C:10]2[N:28]([CH2:35][CH2:34][O:33][CH3:32])[C:13]3=[N:14][CH:15]=[C:16]([O:18][CH:19]4[CH2:20][CH2:21][N:22]([CH:25]([CH3:27])[CH3:26])[CH2:23][CH2:24]4)[CH:17]=[C:12]3[CH:11]=2)=[O:9])[CH2:4][CH2:3]1. The yield is 0.490. (3) The reactants are [F:1][C:2]1[CH:3]=[C:4]([CH:42]=[C:43]([F:45])[CH:44]=1)[C:5]([C:7]1[CH:8]=[C:9]2[C:13](=[CH:14][CH:15]=1)[N:12]([C:16]([C:29]1[CH:34]=[CH:33][CH:32]=[CH:31][CH:30]=1)([C:23]1[CH:28]=[CH:27][CH:26]=[CH:25][CH:24]=1)[C:17]1[CH:22]=[CH:21][CH:20]=[CH:19][CH:18]=1)[N:11]=[C:10]2[NH:35]C(=O)C(F)(F)F)=[O:6].C(O)(C)C.O1CCCC1. The catalyst is C(N(CC)CC)C. The product is [NH2:35][C:10]1[C:9]2[C:13](=[CH:14][CH:15]=[C:7]([C:5]([C:4]3[CH:42]=[C:43]([F:45])[CH:44]=[C:2]([F:1])[CH:3]=3)=[O:6])[CH:8]=2)[N:12]([C:16]([C:23]2[CH:24]=[CH:25][CH:26]=[CH:27][CH:28]=2)([C:29]2[CH:30]=[CH:31][CH:32]=[CH:33][CH:34]=2)[C:17]2[CH:22]=[CH:21][CH:20]=[CH:19][CH:18]=2)[N:11]=1. The yield is 0.990. (4) The reactants are [CH:1]([C:4]1[CH:8]=[C:7]([C:9]([O:11][CH2:12][CH3:13])=[O:10])[NH:6][N:5]=1)([CH3:3])[CH3:2].[Cl:14][C:15]1[CH:22]=[C:21]([C:23]([F:26])([F:25])[F:24])[CH:20]=[CH:19][C:16]=1[CH2:17]Cl.C(=O)([O-])[O-].[K+].[K+].O. The catalyst is CN(C)C=O. The product is [Cl:14][C:15]1[CH:22]=[C:21]([C:23]([F:24])([F:25])[F:26])[CH:20]=[CH:19][C:16]=1[CH2:17][N:6]1[C:7]([C:9]([O:11][CH2:12][CH3:13])=[O:10])=[CH:8][C:4]([CH:1]([CH3:3])[CH3:2])=[N:5]1. The yield is 0.420. (5) The reactants are [CH2:1]([O:3][C:4]([C:6]1[CH:10]=[N:9][N:8]([CH3:11])[C:7]=1[C:12]([OH:14])=O)=[O:5])[CH3:2].S(Cl)([Cl:17])=O. No catalyst specified. The product is [CH2:1]([O:3][C:4]([C:6]1[CH:10]=[N:9][N:8]([CH3:11])[C:7]=1[C:12]([Cl:17])=[O:14])=[O:5])[CH3:2]. The yield is 0.660. (6) The yield is 0.571. The reactants are [C:1]([NH:4][C@@H:5]1[CH2:10][CH2:9][CH2:8][C@H:7]([C:11]([O:13]C)=O)[CH2:6]1)(=[O:3])[CH3:2].[NH3:15]. The product is [C:1]([NH:4][C@@H:5]1[CH2:10][CH2:9][CH2:8][C@H:7]([C:11]([NH2:15])=[O:13])[CH2:6]1)(=[O:3])[CH3:2]. No catalyst specified. (7) The reactants are [N+](C1C=C(S(CC[O:15][C:16](=[O:78])[CH:17]([NH:37][C:38](=[O:77])[CH2:39][O:40][C:41]2[CH:46]=[C:45]([CH3:47])[C:44]([S:48]([N:51]3[C:55]4[CH:56]=[CH:57][CH:58]=[CH:59][C:54]=4[N:53]=[C:52]3[S:60]([CH2:62][C:63]3[C:68]([CH3:69])=[C:67]([O:70][CH2:71][C:72]([F:75])([F:74])[F:73])[CH:66]=[CH:65][N:64]=3)=[O:61])(=[O:50])=[O:49])=[C:43]([CH3:76])[CH:42]=2)[CH2:18][CH2:19][C:20]([O:22]CCS(C2C=CC=C([N+]([O-])=O)C=2)(=O)=O)=[O:21])(=O)=O)C=CC=1)([O-])=O.C([O-])(O)=O.[Na+:83]. The catalyst is C1COCC1.O. The product is [Na+:83].[CH3:47][C:45]1[CH:46]=[C:41]([CH:42]=[C:43]([CH3:76])[C:44]=1[S:48]([N:51]1[C:55]2[CH:56]=[CH:57][CH:58]=[CH:59][C:54]=2[N:53]=[C:52]1[S:60]([CH2:62][C:63]1[C:68]([CH3:69])=[C:67]([O:70][CH2:71][C:72]([F:73])([F:74])[F:75])[CH:66]=[CH:65][N:64]=1)=[O:61])(=[O:50])=[O:49])[O:40][CH2:39][C:38]([NH:37][CH:17]([CH2:18][CH2:19][C:20]([O-:22])=[O:21])[C:16]([O-:78])=[O:15])=[O:77].[Na+:83]. The yield is 0.730. (8) The reactants are C([CH:3]([C:5]1([CH2:9][C:10]2[CH:15]=[CH:14][CH:13]=[CH:12][CH:11]=2)[CH2:8][CH2:7][CH2:6]1)[OH:4])C.[C:16](Cl)(Cl)=[O:17].[NH2:20][C@@H:21]([CH2:35][CH2:36][CH2:37][CH3:38])[CH:22]([OH:34])[C:23]([NH:25][C@@H:26]([C:28]1[CH:33]=[CH:32][CH:31]=[CH:30][CH:29]=1)[CH3:27])=[O:24].C(N(CC)CC)C. The catalyst is O1CCCC1.C1(C)C=CC=CC=1.C(OCC)(=O)C. The product is [OH:34][CH:22]([C@@H:21]([NH:20][C:16](=[O:17])[O:4][CH2:3][C:5]1([CH2:9][C:10]2[CH:11]=[CH:12][CH:13]=[CH:14][CH:15]=2)[CH2:6][CH2:7][CH2:8]1)[CH2:35][CH2:36][CH2:37][CH3:38])[C:23](=[O:24])[NH:25][C@@H:26]([C:28]1[CH:33]=[CH:32][CH:31]=[CH:30][CH:29]=1)[CH3:27]. The yield is 0.990. (9) The reactants are C([O:8][C:9]1[C:14]([C:15]2[CH:20]=[CH:19][C:18]([CH2:21][CH:22]3[S:26][C:25](=[O:27])[NH:24][C:23]3=[O:28])=[CH:17][CH:16]=2)=[CH:13][C:12]([CH2:29][N:30]([CH3:40])[C:31](=[O:39])[CH2:32][CH2:33][CH2:34][CH2:35][CH2:36][CH2:37][CH3:38])=[CH:11][CH:10]=1)C1C=CC=CC=1.I[Si](C)(C)C.Cl.[F-].C([N+](CCCC)(CCCC)CCCC)CCC. The catalyst is C(OCC)(=O)C.C(#N)C. The product is [O:27]=[C:25]1[NH:24][C:23](=[O:28])[CH:22]([CH2:21][C:18]2[CH:17]=[CH:16][C:15]([C:14]3[C:9]([OH:8])=[CH:10][CH:11]=[C:12]([CH2:29][N:30]([CH3:40])[C:31](=[O:39])[CH2:32][CH2:33][CH2:34][CH2:35][CH2:36][CH2:37][CH3:38])[CH:13]=3)=[CH:20][CH:19]=2)[S:26]1. The yield is 0.720. (10) The reactants are O.[Cl:2][C:3]1[CH:4]=[CH:5][C:6]([N+:11]([O-:13])=[O:12])=[C:7]([CH:10]=1)[CH:8]=[O:9].[CH2:14](O)[CH2:15][OH:16].ClCCl. The catalyst is C1(C)C=CC=CC=1.C1(C)C=CC(S(O)(=O)=O)=CC=1. The product is [Cl:2][C:3]1[CH:4]=[CH:5][C:6]([N+:11]([O-:13])=[O:12])=[C:7]([CH:8]2[O:16][CH2:15][CH2:14][O:9]2)[CH:10]=1. The yield is 0.900.